Task: Predict the product of the given reaction.. Dataset: Forward reaction prediction with 1.9M reactions from USPTO patents (1976-2016) (1) Given the reactants [Cl:1][C:2]1[CH:7]=[CH:6][N:5]=[C:4]2[NH:8][CH:9]=[CH:10][C:3]=12.C(N(CC)CC)C.[C:18]1([S:24](Cl)(=[O:26])=[O:25])[CH:23]=[CH:22][CH:21]=[CH:20][CH:19]=1, predict the reaction product. The product is: [Cl:1][C:2]1[CH:7]=[CH:6][N:5]=[C:4]2[N:8]([S:24]([C:18]3[CH:23]=[CH:22][CH:21]=[CH:20][CH:19]=3)(=[O:26])=[O:25])[CH:9]=[CH:10][C:3]=12. (2) Given the reactants [CH2:1]([N:8]1[CH2:12][CH2:11][C@@H:10]([NH:13][CH2:14][CH2:15][C:16]2[CH:21]=[C:20]([O:22][CH3:23])[CH:19]=[CH:18][C:17]=2I)[CH2:9]1)[C:2]1[CH:7]=[CH:6][CH:5]=[CH:4][CH:3]=1.[CH3:25][OH:26], predict the reaction product. The product is: [CH2:1]([N:8]1[CH2:12][CH2:11][C@@H:10]([N:13]2[CH2:14][CH2:15][C:16]3[C:17](=[CH:18][CH:19]=[C:20]([O:22][CH3:23])[CH:21]=3)[C:25]2=[O:26])[CH2:9]1)[C:2]1[CH:7]=[CH:6][CH:5]=[CH:4][CH:3]=1. (3) Given the reactants [H-].[Na+].C(OP([CH2:11][C:12]([O:14][CH2:15][CH3:16])=[O:13])(OCC)=O)C.[CH:17]1([C:20]([C:22]2[C:27]([F:28])=[CH:26][N:25]=[C:24]([O:29][CH3:30])[CH:23]=2)=O)[CH2:19][CH2:18]1.O, predict the reaction product. The product is: [CH:17]1([C:20]([C:22]2[C:27]([F:28])=[CH:26][N:25]=[C:24]([O:29][CH3:30])[CH:23]=2)=[CH:11][C:12]([O:14][CH2:15][CH3:16])=[O:13])[CH2:18][CH2:19]1. (4) The product is: [CH:32]([NH:31][C:28]1[S:29][CH:30]=[C:26]([C:16]2[CH:15]=[C:14]([O:13][C@H:11]3[CH2:12][NH:8][C@H:9]([C:35]([NH:36][C@:37]4([C:42]([NH:44][S:45]([C:48]5[CH:53]=[CH:52][CH:51]=[CH:50][C:49]=5[NH:54][C:55]([CH2:56][CH2:57][CH2:58][CH2:59][CH2:60][CH2:61][CH2:62][CH2:63][C:64]([OH:66])=[O:65])=[O:67])(=[O:47])=[O:46])=[O:43])[CH2:39][C@H:38]4[CH:40]=[CH2:41])=[O:68])[CH2:10]3)[C:23]3[C:18](=[CH:19][C:20]([O:24][CH3:25])=[CH:21][CH:22]=3)[N:17]=2)[N:27]=1)([CH3:33])[CH3:34]. Given the reactants C(OC([N:8]1[CH2:12][C@H:11]([O:13][C:14]2[C:23]3[C:18](=[CH:19][C:20]([O:24][CH3:25])=[CH:21][CH:22]=3)[N:17]=[C:16]([C:26]3[N:27]=[C:28]([NH:31][CH:32]([CH3:34])[CH3:33])[S:29][CH:30]=3)[CH:15]=2)[CH2:10][C@H:9]1[C:35](=[O:68])[NH:36][C@:37]1([C:42]([NH:44][S:45]([C:48]2[CH:53]=[CH:52][CH:51]=[CH:50][C:49]=2[NH:54][C:55](=[O:67])[CH2:56][CH2:57][CH2:58][CH2:59][CH2:60][CH2:61][CH2:62][CH2:63][C:64]([OH:66])=[O:65])(=[O:47])=[O:46])=[O:43])[CH2:39][C@H:38]1[CH:40]=[CH2:41])=O)(C)(C)C.C(O)(C(F)(F)F)=O, predict the reaction product. (5) Given the reactants C[O:2][C:3](=[O:29])[CH:4]([N:22]1[C:26](=[O:27])[CH2:25][NH:24][C:23]1=[O:28])[CH:5]([CH3:21])[CH2:6][CH2:7][O:8][C:9]1[CH:14]=[CH:13][C:12]([C:15]2[CH:20]=[CH:19][CH:18]=[CH:17][CH:16]=2)=[CH:11][CH:10]=1.Cl, predict the reaction product. The product is: [C:12]1([C:15]2[CH:16]=[CH:17][CH:18]=[CH:19][CH:20]=2)[CH:11]=[CH:10][C:9]([O:8][CH2:7][CH2:6][CH:5]([CH3:21])[CH:4]([N:22]2[C:26](=[O:27])[CH2:25][NH:24][C:23]2=[O:28])[C:3]([OH:29])=[O:2])=[CH:14][CH:13]=1. (6) Given the reactants [N:1]1[NH:2][N:3]=[N:4][C:5]=1[C:6]1[CH:11]=[CH:10][CH:9]=[CH:8][C:7]=1[OH:12].[OH-].[Na+].[CH3:15]I, predict the reaction product. The product is: [CH3:15][N:3]1[N:2]=[N:1][C:5]([C:6]2[CH:11]=[CH:10][CH:9]=[CH:8][C:7]=2[OH:12])=[N:4]1. (7) Given the reactants [NH:1]1[C:5]2[CH:6]=[CH:7][CH:8]=[CH:9][C:4]=2[N:3]=[C:2]1[CH:10]([NH:20][C:21]([NH:23][CH2:24]C1C=CC=CC=1OC)=[O:22])[CH2:11][C:12]1[CH:17]=[CH:16][C:15]([O:18][CH3:19])=[CH:14][CH:13]=1.[CH3:33][O:34][C:35]1[CH:36]=[C:37]([CH2:41]CN)[CH:38]=[CH:39][CH:40]=1.C(O)(C(F)(F)F)=O, predict the reaction product. The product is: [NH:3]1[C:4]2[CH:9]=[CH:8][CH:7]=[CH:6][C:5]=2[N:1]=[C:2]1[CH:10]([NH:20][C:21]([NH:23][CH2:24][CH2:41][C:37]1[CH:38]=[CH:39][CH:40]=[C:35]([O:34][CH3:33])[CH:36]=1)=[O:22])[CH2:11][C:12]1[CH:17]=[CH:16][C:15]([O:18][CH3:19])=[CH:14][CH:13]=1. (8) Given the reactants [CH3:1][N:2]([CH3:17])[C:3]([C:5]1([C:11]2[CH:16]=[CH:15][CH:14]=[CH:13][CH:12]=2)[CH2:10][CH2:9][NH:8][CH2:7][CH2:6]1)=[O:4].[ClH:18].C(N([C:24]1([C:56]2[CH:61]=[CH:60][CH:59]=[CH:58][CH:57]=2)[CH2:29][CH2:28][N:27]([CH2:30][CH2:31][CH2:32][C:33]2([C:48]3[CH:53]=[CH:52][C:51]([Cl:54])=[C:50]([Cl:55])[CH:49]=3)[CH2:39][CH2:38][CH2:37][CH2:36][N:35]([C:40](=[O:47])[C:41]3[CH:46]=[CH:45][CH:44]=[CH:43][CH:42]=3)[CH2:34]2)[CH2:26][CH2:25]1)C)(=O)C.C([O-])([O-])=O.[K+].[K+], predict the reaction product. The product is: [OH2:4].[ClH:54].[C:40]([N:35]1[CH2:36][CH2:37][CH2:38][CH2:39][C:33]([C:48]2[CH:53]=[CH:52][C:51]([Cl:54])=[C:50]([Cl:55])[CH:49]=2)([CH2:32][CH2:31][CH2:30][N:8]2[CH2:7][CH2:6][C:5]([C:3]([N:2]([CH3:17])[CH3:1])=[O:4])([C:11]3[CH:16]=[CH:15][CH:14]=[CH:13][CH:12]=3)[CH2:10][CH2:9]2)[CH2:34]1)(=[O:47])[C:41]1[CH:42]=[CH:43][CH:44]=[CH:45][CH:46]=1.[C:40]([N:35]1[CH2:36][CH2:37][CH2:38][CH2:39][C:33]([CH2:32][CH2:31][CH2:30][N:27]2[CH2:28][CH2:29][C:24]([C:56]3[CH:61]=[CH:60][CH:59]=[CH:58][CH:57]=3)([C:3]([N:2]([CH3:17])[CH3:1])=[O:4])[CH2:25][CH2:26]2)([C:48]2[CH:53]=[CH:52][C:51]([Cl:54])=[C:50]([Cl:55])[CH:49]=2)[CH2:34]1)(=[O:47])[C:41]1[CH:46]=[CH:45][CH:44]=[CH:43][CH:42]=1.[ClH:18]. (9) Given the reactants C([N:5]1[C:9]([NH:10][C:11]([C:13]2[CH:28]=[CH:27][C:16]3[N:17]([C:20]4[CH:25]=[CH:24][CH:23]=[C:22]([F:26])[CH:21]=4)[CH:18]=[N:19][C:15]=3[CH:14]=2)=[O:12])=[CH:8][C:7]([C:29]2[CH:30]=[C:31]([CH3:35])[CH:32]=[CH:33][CH:34]=2)=[N:6]1)(C)(C)C, predict the reaction product. The product is: [C:31]1([CH3:35])[CH:32]=[CH:33][CH:34]=[C:29]([C:7]2[CH:8]=[C:9]([NH:10][C:11]([C:13]3[CH:28]=[CH:27][C:16]4[N:17]([C:20]5[CH:25]=[CH:24][CH:23]=[C:22]([F:26])[CH:21]=5)[CH:18]=[N:19][C:15]=4[CH:14]=3)=[O:12])[NH:5][N:6]=2)[CH:30]=1.